Dataset: Reaction yield outcomes from USPTO patents with 853,638 reactions. Task: Predict the reaction yield, written as a fraction of the theoretical maximum amount of product (1.0 means a 100% yield; for example, 0.34 means a 34% yield). The reactants are [CH3:1][O:2][C:3]1[CH:7]=[CH:6][S:5][C:4]=1[C:8]([O:10]C)=[O:9].[OH-].[Na+].Cl. The catalyst is C1COCC1. The product is [CH3:1][O:2][C:3]1[CH:7]=[CH:6][S:5][C:4]=1[C:8]([OH:10])=[O:9]. The yield is 1.00.